Dataset: Forward reaction prediction with 1.9M reactions from USPTO patents (1976-2016). Task: Predict the product of the given reaction. (1) Given the reactants [I:1][C:2]1[CH:3]=[C:4]([C:12]2[O:16][N:15]=[C:14]([C:17]3[CH:25]=[CH:24][CH:23]=[C:22]4[C:18]=3[CH2:19][CH2:20][N:21]4[CH2:26][C:27]3([NH:35]C(=O)OC(C)(C)C)[CH2:32][O:31]C(C)(C)[O:29][CH2:28]3)[N:13]=2)[CH:5]=[CH:6][C:7]=1[O:8][CH2:9][CH2:10][CH3:11].C(OC1C=C(C2ON=C(C3C=CC=C4C=3CCN4CC3(NC(=O)OC(C)(C)C)COC(C)(C)OC3)N=2)C=CC=1OCC)C, predict the reaction product. The product is: [NH2:35][C:27]([CH2:26][N:21]1[C:22]2[C:18](=[C:17]([C:14]3[N:13]=[C:12]([C:4]4[CH:5]=[CH:6][C:7]([O:8][CH2:9][CH2:10][CH3:11])=[C:2]([I:1])[CH:3]=4)[O:16][N:15]=3)[CH:25]=[CH:24][CH:23]=2)[CH2:19][CH2:20]1)([CH2:28][OH:29])[CH2:32][OH:31]. (2) Given the reactants [Br:1][C:2]1[CH:3]=[C:4]([C:11]([O:13][CH3:14])=[O:12])[C:5]2[CH:6]=[N:7][NH:8][C:9]=2[CH:10]=1.[H-].[Na+].I[CH:18]1[CH2:22][CH2:21][CH2:20][CH2:19]1, predict the reaction product. The product is: [Br:1][C:2]1[CH:3]=[C:4]([C:11]([O:13][CH3:14])=[O:12])[C:5]2[CH:6]=[N:7][N:8]([CH:18]3[CH2:22][CH2:21][CH2:20][CH2:19]3)[C:9]=2[CH:10]=1. (3) Given the reactants [F:1][C:2]1[CH:7]=[C:6]([N+:8]([O-:10])=[O:9])[C:5]([F:11])=[CH:4][C:3]=1[CH:12]([CH2:16][CH:17]([CH3:19])[CH3:18])[C:13]([OH:15])=[O:14].OS(O)(=O)=O.[CH3:25][CH2:26]O, predict the reaction product. The product is: [CH2:25]([O:14][C:13](=[O:15])[CH:12]([C:3]1[CH:4]=[C:5]([F:11])[C:6]([N+:8]([O-:10])=[O:9])=[CH:7][C:2]=1[F:1])[CH2:16][CH:17]([CH3:19])[CH3:18])[CH3:26]. (4) Given the reactants [F:1][C:2]([F:36])([F:35])[C:3]1[CH:8]=[CH:7][CH:6]=[CH:5][C:4]=1[NH:9][C:10](=[O:34])[NH:11][C:12]1[CH:17]=[CH:16][C:15]([C:18]2[N:22]3[N:23]=[CH:24][CH:25]=[C:26]([C:27]([O:29]C(C)(C)C)=[O:28])[C:21]3=[N:20][N:19]=2)=[CH:14][CH:13]=1.C(O)(C(F)(F)F)=O, predict the reaction product. The product is: [F:36][C:2]([F:1])([F:35])[C:3]1[CH:8]=[CH:7][CH:6]=[CH:5][C:4]=1[NH:9][C:10](=[O:34])[NH:11][C:12]1[CH:13]=[CH:14][C:15]([C:18]2[N:22]3[N:23]=[CH:24][CH:25]=[C:26]([C:27]([OH:29])=[O:28])[C:21]3=[N:20][N:19]=2)=[CH:16][CH:17]=1. (5) Given the reactants Br[C:2]1[CH:7]=[CH:6][CH:5]=[C:4]([C:8]2[CH:13]=[CH:12][CH:11]=[CH:10][CH:9]=2)[N:3]=1.C([Sn](CCCC)(CCCC)[C:19]1[N:23]2[CH:24]=[CH:25][C:26]([C:28]([F:31])([F:30])[F:29])=[N:27][C:22]2=[N:21][CH:20]=1)CCC, predict the reaction product. The product is: [C:8]1([C:4]2[N:3]=[C:2]([C:19]3[N:23]4[CH:24]=[CH:25][C:26]([C:28]([F:29])([F:30])[F:31])=[N:27][C:22]4=[N:21][CH:20]=3)[CH:7]=[CH:6][CH:5]=2)[CH:13]=[CH:12][CH:11]=[CH:10][CH:9]=1. (6) Given the reactants C([O:3][C:4]([CH:6]1[CH:11]([CH3:12])[CH:10]([CH2:13][C:14]2[CH:19]=[CH:18][C:17]([O:20][CH2:21][CH2:22][N:23]3[CH2:28][CH2:27][CH2:26][CH2:25][CH2:24]3)=[CH:16][CH:15]=2)[C:9]([C:29]2[CH:34]=[CH:33][C:32]([OH:35])=[CH:31][CH:30]=2)=[CH:8][CH2:7]1)=O)C.CC(C[AlH]CC(C)C)C, predict the reaction product. The product is: [OH:3][CH2:4][C:6]1[CH:11]([CH3:12])[CH:10]([CH2:13][C:14]2[CH:19]=[CH:18][C:17]([O:20][CH2:21][CH2:22][N:23]3[CH2:24][CH2:25][CH2:26][CH2:27][CH2:28]3)=[CH:16][CH:15]=2)[CH:9]([C:29]2[CH:30]=[CH:31][C:32]([OH:35])=[CH:33][CH:34]=2)[CH2:8][CH:7]=1.